Regression. Given two drug SMILES strings and cell line genomic features, predict the synergy score measuring deviation from expected non-interaction effect. From a dataset of NCI-60 drug combinations with 297,098 pairs across 59 cell lines. (1) Drug 1: C1CN1C2=NC(=NC(=N2)N3CC3)N4CC4. Drug 2: C#CCC(CC1=CN=C2C(=N1)C(=NC(=N2)N)N)C3=CC=C(C=C3)C(=O)NC(CCC(=O)O)C(=O)O. Cell line: UACC-257. Synergy scores: CSS=15.4, Synergy_ZIP=-4.30, Synergy_Bliss=-0.00364, Synergy_Loewe=-1.92, Synergy_HSA=-2.11. (2) Synergy scores: CSS=5.95, Synergy_ZIP=-1.77, Synergy_Bliss=-0.931, Synergy_Loewe=0.275, Synergy_HSA=-0.987. Cell line: A498. Drug 2: C1=NNC2=C1C(=O)NC=N2. Drug 1: C1CN1P(=S)(N2CC2)N3CC3. (3) Drug 1: C1=CC=C(C(=C1)C(C2=CC=C(C=C2)Cl)C(Cl)Cl)Cl. Drug 2: CC(C)CN1C=NC2=C1C3=CC=CC=C3N=C2N. Cell line: MCF7. Synergy scores: CSS=-0.813, Synergy_ZIP=1.19, Synergy_Bliss=-2.12, Synergy_Loewe=0.417, Synergy_HSA=-4.00. (4) Drug 1: CC12CCC3C(C1CCC2O)C(CC4=C3C=CC(=C4)O)CCCCCCCCCS(=O)CCCC(C(F)(F)F)(F)F. Drug 2: C1CN(CCN1C(=O)CCBr)C(=O)CCBr. Cell line: HOP-92. Synergy scores: CSS=17.8, Synergy_ZIP=-5.61, Synergy_Bliss=-0.105, Synergy_Loewe=-2.43, Synergy_HSA=-0.987.